Dataset: Forward reaction prediction with 1.9M reactions from USPTO patents (1976-2016). Task: Predict the product of the given reaction. (1) Given the reactants C([O:3][C:4](=[O:37])[CH2:5][N:6]1[CH2:11][CH2:10][N:9]([CH2:12][C:13]2[S:17][C:16]([C:18]3[NH:19][C:20]4[C:25]([CH:26]=3)=[CH:24][CH:23]=[CH:22][C:21]=4[N:27]([CH3:36])[S:28]([C:31]3[S:32][CH:33]=[CH:34][CH:35]=3)(=[O:30])=[O:29])=[N:15][CH:14]=2)[CH2:8][CH2:7]1)C.O1CCCC1.[OH-].[Na+].[Cl-].[NH4+], predict the reaction product. The product is: [CH3:36][N:27]([S:28]([C:31]1[S:32][CH:33]=[CH:34][CH:35]=1)(=[O:30])=[O:29])[C:21]1[CH:22]=[CH:23][CH:24]=[C:25]2[C:20]=1[NH:19][C:18]([C:16]1[S:17][C:13]([CH2:12][N:9]3[CH2:8][CH2:7][N:6]([CH2:5][C:4]([OH:37])=[O:3])[CH2:11][CH2:10]3)=[CH:14][N:15]=1)=[CH:26]2. (2) Given the reactants C([O:3][C:4](=[O:32])[CH:5]([O:29][CH2:30][CH3:31])[CH2:6][C:7]1[CH:12]=[CH:11][C:10]([O:13][CH2:14][C:15]2[S:19][C:18]([C:20]3[CH:25]=[CH:24][C:23]([Cl:26])=[CH:22][CH:21]=3)=[N:17][C:16]=2[CH3:27])=[CH:9][C:8]=1[CH3:28])C.[Li+].[OH-], predict the reaction product. The product is: [Cl:26][C:23]1[CH:24]=[CH:25][C:20]([C:18]2[S:19][C:15]([CH2:14][O:13][C:10]3[CH:11]=[CH:12][C:7]([CH2:6][CH:5]([O:29][CH2:30][CH3:31])[C:4]([OH:32])=[O:3])=[C:8]([CH3:28])[CH:9]=3)=[C:16]([CH3:27])[N:17]=2)=[CH:21][CH:22]=1. (3) The product is: [NH2:2]/[C:1](=[N:24]\[OH:25])/[CH:3]([N:10]([CH3:18])[C:11](=[O:17])[O:12][C:13]([CH3:14])([CH3:16])[CH3:15])[CH2:4][CH2:5][CH2:6][CH:7]([OH:9])[CH3:8]. Given the reactants [C:1]([CH:3]([N:10]([CH3:18])[C:11](=[O:17])[O:12][C:13]([CH3:16])([CH3:15])[CH3:14])[CH2:4][CH2:5][CH2:6][CH:7]([OH:9])[CH3:8])#[N:2].C(O)(C)(C)C.[NH2:24][OH:25], predict the reaction product. (4) Given the reactants [C:1]1([Mg]Cl)[CH:6]=[CH:5][CH:4]=[CH:3][CH:2]=1.[C:9]1(=[O:14])[CH2:13][CH2:12][CH:11]=[CH:10]1.[Cl-].[NH4+].C(OCC)C, predict the reaction product. The product is: [C:1]1([C:10]2[CH2:11][CH2:12][CH2:13][C:9]=2[OH:14])[CH:6]=[CH:5][CH:4]=[CH:3][CH:2]=1. (5) Given the reactants COC[O:4][C:5]1[CH:6]=[C:7]([CH:17]=[CH:18][C:19]=1[CH3:20])[O:8][C:9]([CH3:16])([CH3:15])[C:10]([O:12][CH2:13][CH3:14])=[O:11], predict the reaction product. The product is: [OH:4][C:5]1[CH:6]=[C:7]([CH:17]=[CH:18][C:19]=1[CH3:20])[O:8][C:9]([CH3:16])([CH3:15])[C:10]([O:12][CH2:13][CH3:14])=[O:11]. (6) Given the reactants [C:1]1([C@H:7]([CH3:42])[C:8]([N:10]2[C:16]3[CH:17]=[CH:18][C:19]([C:21]([OH:30])([C:26]([F:29])([F:28])[F:27])[C:22]([F:25])([F:24])[F:23])=[CH:20][C:15]=3[CH2:14][CH2:13][C@H:12]([O:31][C:32]3[CH:33]=[C:34]([CH2:38][C:39]([OH:41])=[O:40])[CH:35]=[CH:36][CH:37]=3)[CH2:11]2)=[O:9])[CH:6]=[CH:5][CH:4]=[CH:3][CH:2]=1.C[O:44][C:45](=O)[CH2:46][C:47]1C=CC=C(O)C=1.[C:68]1(P([C:68]2[CH:73]=[CH:72][CH:71]=[CH:70][CH:69]=2)[C:68]2[CH:73]=[CH:72][CH:71]=[CH:70][CH:69]=2)[CH:73]=[CH:72][CH:71]=[CH:70][CH:69]=1.N(C(OCC)=O)=N[C:76](OCC)=O, predict the reaction product. The product is: [F:23][C:22]([F:25])([F:24])[C:21]([O:30][C:45](=[O:44])[C@H:46]([C:68]1[CH:69]=[CH:70][CH:71]=[CH:72][CH:73]=1)[CH3:47])([C:19]1[CH:18]=[CH:17][C:16]2[N:10]([C:8](=[O:9])[C@H:7]([C:1]3[CH:6]=[CH:5][CH:4]=[CH:3][CH:2]=3)[CH3:42])[CH2:11][C@@H:12]([O:31][C:32]3[CH:37]=[CH:36][CH:35]=[C:34]([CH2:38][C:39]([O:41][CH3:76])=[O:40])[CH:33]=3)[CH2:13][CH2:14][C:15]=2[CH:20]=1)[C:26]([F:28])([F:29])[F:27].